From a dataset of Catalyst prediction with 721,799 reactions and 888 catalyst types from USPTO. Predict which catalyst facilitates the given reaction. Reactant: Cl.[Cl:2][C:3]1[CH:16]=[CH:15][C:14]2[S:13][C:12]3[C:7](=[CH:8][CH:9]=[CH:10][CH:11]=3)[N:6]([CH2:17][CH2:18][CH2:19][NH2:20])[C:5]=2[CH:4]=1.C(N(CC)CC)C.[C:28]([C:30]1[CH:35]=[CH:34][C:33]([S:36](Cl)(=[O:38])=[O:37])=[CH:32][CH:31]=1)#[N:29].[Na+].[Cl-]. Product: [Cl:2][C:3]1[CH:16]=[CH:15][C:14]2[S:13][C:12]3[C:7](=[CH:8][CH:9]=[CH:10][CH:11]=3)[N:6]([CH2:17][CH2:18][CH2:19][NH:20][S:36]([C:33]3[CH:32]=[CH:31][C:30]([C:28]#[N:29])=[CH:35][CH:34]=3)(=[O:38])=[O:37])[C:5]=2[CH:4]=1. The catalyst class is: 3.